The task is: Predict the product of the given reaction.. This data is from Forward reaction prediction with 1.9M reactions from USPTO patents (1976-2016). (1) Given the reactants Cl[C:2]1[C:7]([N+:8]([O-:10])=[O:9])=[CH:6][N:5]=[CH:4][N:3]=1.[C:11]1([NH2:18])[CH:16]=[CH:15][C:14]([NH2:17])=[CH:13][CH:12]=1, predict the reaction product. The product is: [N+:8]([C:7]1[C:2]([NH:17][C:14]2[CH:15]=[CH:16][C:11]([NH2:18])=[CH:12][CH:13]=2)=[N:3][CH:4]=[N:5][CH:6]=1)([O-:10])=[O:9]. (2) Given the reactants [CH3:1][N:2]1[CH2:7][CH2:6][N:5]2[N:8]=[C:9]([NH2:11])[CH:10]=[C:4]2[CH2:3]1.Br[C:13]1[C:14](=[O:21])[N:15]([CH3:20])[N:16]=[C:17]([Cl:19])[CH:18]=1.C1(P(C2C=CC=CC=2)C2C3OC4C(=CC=CC=4P(C4C=CC=CC=4)C4C=CC=CC=4)C(C)(C)C=3C=CC=2)C=CC=CC=1, predict the reaction product. The product is: [Cl:19][C:17]1[CH:18]=[C:13]([NH:11][C:9]2[CH:10]=[C:4]3[CH2:3][N:2]([CH3:1])[CH2:7][CH2:6][N:5]3[N:8]=2)[C:14](=[O:21])[N:15]([CH3:20])[N:16]=1. (3) Given the reactants [Br:1][C:2]1[CH:10]=[CH:9][C:5]([C:6]([OH:8])=O)=[CH:4][C:3]=1[F:11].[NH:12]1[CH2:17][CH2:16][O:15][CH2:14][CH2:13]1, predict the reaction product. The product is: [Br:1][C:2]1[CH:10]=[CH:9][C:5]([C:6]([N:12]2[CH2:17][CH2:16][O:15][CH2:14][CH2:13]2)=[O:8])=[CH:4][C:3]=1[F:11]. (4) Given the reactants [Br:1][C:2]1[N:3]=[C:4]([C:33]2([CH3:36])[CH2:35][CH2:34]2)[N:5](COCC[Si](C)(C)C)[C:6]=1[C:7]1[CH:12]=[CH:11][N:10]=[C:9]([NH:13][CH2:14][C@@H:15]([NH:17]C(=O)OC(C)(C)C)[CH3:16])[N:8]=1, predict the reaction product. The product is: [Br:1][C:2]1[N:3]=[C:4]([C:33]2([CH3:36])[CH2:35][CH2:34]2)[NH:5][C:6]=1[C:7]1[CH:12]=[CH:11][N:10]=[C:9]([NH:13][CH2:14][C@@H:15]([NH2:17])[CH3:16])[N:8]=1. (5) Given the reactants [O:1]=[C:2]1[C:11]2[C:6](=[CH:7][CH:8]=[C:9]([CH2:12][C:13]([O:15]C(C)(C)C)=[O:14])[CH:10]=2)[N:5]=[CH:4][NH:3]1.Cl, predict the reaction product. The product is: [O:1]=[C:2]1[C:11]2[C:6](=[CH:7][CH:8]=[C:9]([CH2:12][C:13]([OH:15])=[O:14])[CH:10]=2)[N:5]=[CH:4][NH:3]1.